Dataset: Reaction yield outcomes from USPTO patents with 853,638 reactions. Task: Predict the reaction yield, written as a fraction of the theoretical maximum amount of product (1.0 means a 100% yield; for example, 0.34 means a 34% yield). (1) The reactants are [Cl:1][C:2]1[CH:3]=[CH:4][C:5]([N:10]2[CH2:14][CH2:13][CH2:12][CH2:11]2)=[C:6]([CH:9]=1)[CH:7]=O.[N:15]1([C:21]([O:23][C:24]([CH3:27])([CH3:26])[CH3:25])=[O:22])[CH2:20][CH2:19][NH:18][CH2:17][CH2:16]1.C(O[BH-](OC(=O)C)OC(=O)C)(=O)C.[Na+]. The catalyst is ClCCl. The product is [Cl:1][C:2]1[CH:3]=[CH:4][C:5]([N:10]2[CH2:14][CH2:13][CH2:12][CH2:11]2)=[C:6]([CH2:7][N:18]2[CH2:17][CH2:16][N:15]([C:21]([O:23][C:24]([CH3:27])([CH3:26])[CH3:25])=[O:22])[CH2:20][CH2:19]2)[CH:9]=1. The yield is 0.770. (2) The reactants are [H-].[Na+].[C:3]([O:13][C:14]([CH3:17])([CH3:16])[CH3:15])(=[O:12])[CH2:4][C:5]([O:7][C:8]([CH3:11])([CH3:10])[CH3:9])=[O:6].I[C:19]1[CH:24]=[CH:23][C:22]([CH3:25])=[CH:21][CH:20]=1.[Cl-].[NH4+]. The catalyst is O1CCOCC1.[Cu]Br.CN(P(N(C)C)(N(C)C)=O)C. The product is [C:14]([O:13][C:3](=[O:12])[CH:4]([C:19]1[CH:24]=[CH:23][C:22]([CH3:25])=[CH:21][CH:20]=1)[C:5]([O:7][C:8]([CH3:9])([CH3:10])[CH3:11])=[O:6])([CH3:17])([CH3:16])[CH3:15]. The yield is 0.552. (3) The reactants are Cl.[Cl:2][C:3]1[CH:4]=[CH:5][C:6]2[N:15]3[C:11](=[N:12][N:13]=[C:14]3[C@H:16]3[CH2:21][CH2:20][C@H:19]([O:22][C:23]4[CH:28]=[CH:27][CH:26]=[CH:25][CH:24]=4)[CH2:18][CH2:17]3)[CH2:10][NH:9][CH2:8][C:7]=2[CH:29]=1.C(N(CC)CC)C.[CH3:37][S:38](Cl)(=[O:40])=[O:39]. The catalyst is ClCCl. The product is [Cl:2][C:3]1[CH:4]=[CH:5][C:6]2[N:15]3[C:11](=[N:12][N:13]=[C:14]3[C@H:16]3[CH2:17][CH2:18][C@H:19]([O:22][C:23]4[CH:24]=[CH:25][CH:26]=[CH:27][CH:28]=4)[CH2:20][CH2:21]3)[CH2:10][N:9]([S:38]([CH3:37])(=[O:40])=[O:39])[CH2:8][C:7]=2[CH:29]=1. The yield is 0.720. (4) The reactants are [CH2:1]([O:8][C:9]([N:11]1[CH2:15][CH:14]2[CH:16]([O:20]C(=O)C3C=CC=CC=3)[CH:17]([F:19])[CH2:18][CH:13]2[CH2:12]1)=[O:10])[C:2]1[CH:7]=[CH:6][CH:5]=[CH:4][CH:3]=1.C[O-].[Na+].C(O)(=O)C. The catalyst is CO. The product is [CH2:1]([O:8][C:9]([N:11]1[CH2:15][CH:14]2[CH:16]([OH:20])[CH:17]([F:19])[CH2:18][CH:13]2[CH2:12]1)=[O:10])[C:2]1[CH:3]=[CH:4][CH:5]=[CH:6][CH:7]=1. The yield is 0.190. (5) The reactants are [OH:1][C@@H:2]1[CH2:7][CH2:6][C@H:5]([NH:8][C:9](=[O:18])[O:10][CH2:11][C:12]2[CH:17]=[CH:16][CH:15]=[CH:14][CH:13]=2)[C@H:4]([CH2:19][OH:20])[CH2:3]1.[C:21](Cl)([C:34]1[CH:39]=[CH:38][CH:37]=[CH:36][CH:35]=1)([C:28]1[CH:33]=[CH:32][CH:31]=[CH:30][CH:29]=1)[C:22]1[CH:27]=[CH:26][CH:25]=[CH:24][CH:23]=1.CCOC(C)=O.CCCCCC. The catalyst is N1C=CC=CC=1. The product is [OH:1][C@@H:2]1[CH2:7][CH2:6][C@H:5]([NH:8][C:9](=[O:18])[O:10][CH2:11][C:12]2[CH:17]=[CH:16][CH:15]=[CH:14][CH:13]=2)[C@H:4]([CH2:19][O:20][C:21]([C:22]2[CH:27]=[CH:26][CH:25]=[CH:24][CH:23]=2)([C:34]2[CH:35]=[CH:36][CH:37]=[CH:38][CH:39]=2)[C:28]2[CH:29]=[CH:30][CH:31]=[CH:32][CH:33]=2)[CH2:3]1. The yield is 0.860. (6) The reactants are Br[C:2]1[C:11]2[C:6](=[CH:7][C:8]([Cl:12])=[CH:9][CH:10]=2)[N:5]=[CH:4][C:3]=1[S:13]([C:16]1[CH:21]=[CH:20][C:19]([Cl:22])=[CH:18][CH:17]=1)(=[O:15])=[O:14].[F:23][C:24]1[CH:29]=[CH:28][C:27](B(O)O)=[CH:26][CH:25]=1. The catalyst is COCCOC.C(=O)([O-])[O-].[Na+].[Na+]. The product is [Cl:12][C:8]1[CH:7]=[C:6]2[C:11]([C:2]([C:27]3[CH:28]=[CH:29][C:24]([F:23])=[CH:25][CH:26]=3)=[C:3]([S:13]([C:16]3[CH:21]=[CH:20][C:19]([Cl:22])=[CH:18][CH:17]=3)(=[O:15])=[O:14])[CH:4]=[N:5]2)=[CH:10][CH:9]=1. The yield is 0.670.